From a dataset of Forward reaction prediction with 1.9M reactions from USPTO patents (1976-2016). Predict the product of the given reaction. (1) Given the reactants [NH2:1][CH2:2][C:3]#[C:4][CH2:5][OH:6].C(=O)(O)[O-].[Na+].[F:12][C:13]([F:25])([F:24])[S:14][C:15]1[CH:23]=[CH:22][C:18]([C:19](Cl)=[O:20])=[CH:17][CH:16]=1.CCN(CC)CC, predict the reaction product. The product is: [OH:6][CH2:5][C:4]#[C:3][CH2:2][NH:1][C:19](=[O:20])[C:18]1[CH:22]=[CH:23][C:15]([S:14][C:13]([F:25])([F:12])[F:24])=[CH:16][CH:17]=1. (2) Given the reactants C([O:3][C:4](=[O:31])[CH2:5][S:6][C:7]1[S:11][C:10]([NH:12][C:13]([N:15]([CH2:25][CH:26]2[CH2:30][CH2:29][CH2:28][CH2:27]2)[C:16]2[CH:21]=[CH:20][CH:19]=[C:18]([C:22](=[O:24])[NH2:23])[CH:17]=2)=[O:14])=[N:9][CH:8]=1)C.C1(CN(C2C=CC(S(C)(=O)=O)=CC=2)C(=O)NC2SC=C(CC(O)=O)N=2)CCCC1.C1(CNC2C=C(C=CC=2)C(N)=O)CCCC1.C(OC(=O)CSC1SC(N)=NC=1)C, predict the reaction product. The product is: [C:22]([C:18]1[CH:17]=[C:16]([N:15]([CH2:25][CH:26]2[CH2:27][CH2:28][CH2:29][CH2:30]2)[C:13](=[O:14])[NH:12][C:10]2[S:11][C:7]([S:6][CH2:5][C:4]([OH:31])=[O:3])=[CH:8][N:9]=2)[CH:21]=[CH:20][CH:19]=1)(=[O:24])[NH2:23]. (3) Given the reactants [CH2:1]([O:3][CH2:4][C:5](Cl)=O)[CH3:2].[NH2:8][C:9]1[C:10]([N:25]([CH2:33][C:34]2[CH:39]=[CH:38][CH:37]=[CH:36][CH:35]=2)[CH2:26][C:27]2[CH:32]=[CH:31][CH:30]=[CH:29][CH:28]=2)=[N:11][C:12]([CH3:24])=[CH:13][C:14]=1[NH:15][NH:16][C:17]([O:19][C:20]([CH3:23])([CH3:22])[CH3:21])=[O:18].C(N(CC)CC)C.Cl.N1C=CC=CC=1, predict the reaction product. The product is: [CH2:33]([N:25]([CH2:26][C:27]1[CH:28]=[CH:29][CH:30]=[CH:31][CH:32]=1)[C:10]1[C:9]2[N:8]=[C:5]([CH2:4][O:3][CH2:1][CH3:2])[N:15]([NH:16][C:17](=[O:18])[O:19][C:20]([CH3:22])([CH3:23])[CH3:21])[C:14]=2[CH:13]=[C:12]([CH3:24])[N:11]=1)[C:34]1[CH:35]=[CH:36][CH:37]=[CH:38][CH:39]=1. (4) Given the reactants [NH2:1][C:2]1[C:7]([CH3:8])=[CH:6][C:5]([Cl:9])=[CH:4][C:3]=1[C:10]([C:12]1[CH:17]=[CH:16][CH:15]=[CH:14][CH:13]=1)=[O:11].Cl[C:19](=[O:25])[CH2:20][C:21]([O:23][CH3:24])=[O:22], predict the reaction product. The product is: [CH3:24][O:23][C:21](=[O:22])[CH2:20][C:19]([NH:1][C:2]1[C:7]([CH3:8])=[CH:6][C:5]([Cl:9])=[CH:4][C:3]=1[C:10](=[O:11])[C:12]1[CH:17]=[CH:16][CH:15]=[CH:14][CH:13]=1)=[O:25]. (5) Given the reactants [Cl:1][C:2]1[C:3](Cl)=[N:4][CH:5]=[C:6]([CH:11]=1)[C:7]([O:9][CH3:10])=[O:8].[H-].[Na+].[F:15][CH2:16][CH:17]([OH:20])[CH2:18][F:19], predict the reaction product. The product is: [Cl:1][C:2]1[C:3]([O:20][CH:17]([CH2:18][F:19])[CH2:16][F:15])=[N:4][CH:5]=[C:6]([CH:11]=1)[C:7]([O:9][CH3:10])=[O:8]. (6) Given the reactants [C:1]([O:5][C:6]([C:8]1[CH:9]=[CH:10][C:11]([N:14]2[CH2:19][CH2:18][C:17]([NH:21]C(OCC3C=CC=CC=3)=O)([CH3:20])[CH2:16][CH2:15]2)=[N:12][CH:13]=1)=[O:7])([CH3:4])([CH3:3])[CH3:2].C([O-])=O.[NH4+], predict the reaction product. The product is: [C:1]([O:5][C:6]([C:8]1[CH:9]=[CH:10][C:11]([N:14]2[CH2:19][CH2:18][C:17]([NH2:21])([CH3:20])[CH2:16][CH2:15]2)=[N:12][CH:13]=1)=[O:7])([CH3:4])([CH3:2])[CH3:3].